Dataset: Forward reaction prediction with 1.9M reactions from USPTO patents (1976-2016). Task: Predict the product of the given reaction. (1) Given the reactants [F:1][C:2]([F:19])([F:18])[C:3]1[CH:8]=[CH:7][C:6]([C:9]2[S:10][CH:11]=[C:12]([C:15]([CH3:17])=O)[C:13]=2[OH:14])=[CH:5][CH:4]=1.[NH:20]([C:22]([C:24]1[CH:33]=[CH:32][C:27]([C:28]([O:30][CH3:31])=[O:29])=[C:26]([N+:34]([O-:36])=[O:35])[CH:25]=1)=[O:23])[NH2:21].O.S(C1C=CC(C)=CC=1)(O)(=O)=O, predict the reaction product. The product is: [N+:34]([C:26]1[CH:25]=[C:24]([C:22]([NH:20][N:21]=[C:15]([C:12]2[C:13]([OH:14])=[C:9]([C:6]3[CH:7]=[CH:8][C:3]([C:2]([F:19])([F:18])[F:1])=[CH:4][CH:5]=3)[S:10][CH:11]=2)[CH3:17])=[O:23])[CH:33]=[CH:32][C:27]=1[C:28]([O:30][CH3:31])=[O:29])([O-:36])=[O:35]. (2) Given the reactants [BH4-].[Na+].[Br:3][C:4]1[N:5]=[C:6]([CH:18]=[O:19])[S:7][C:8]=1[C:9]1[CH:14]=[CH:13][C:12]([CH2:15][CH2:16][CH3:17])=[CH:11][CH:10]=1, predict the reaction product. The product is: [Br:3][C:4]1[N:5]=[C:6]([CH2:18][OH:19])[S:7][C:8]=1[C:9]1[CH:10]=[CH:11][C:12]([CH2:15][CH2:16][CH3:17])=[CH:13][CH:14]=1. (3) Given the reactants Cl[C:2]1[C:7]([C:8](OC)=[O:9])=[CH:6][N:5]=[C:4]([Cl:12])[CH:3]=1.[N-:13]=[N+]=[N-].[Na+].O, predict the reaction product. The product is: [NH2:13][C:2]1[CH:3]=[C:4]([Cl:12])[N:5]=[CH:6][C:7]=1[CH2:8][OH:9]. (4) Given the reactants [F:1][C:2]1[CH:3]=[C:4]([C:11]2[S:15][C:14]([NH:16][C:17](=[O:23])[O:18][C:19]([CH3:22])([CH3:21])[CH3:20])=[N:13][N:12]=2)[CH:5]=[CH:6][C:7]=1[N+:8]([O-:10])=[O:9].C(=O)([O-])[O-].[Cs+].[Cs+].[Si:30]([O:37][C@@H:38]([C:53]1[CH:58]=[CH:57][C:56]([C:59]([F:62])([F:61])[F:60])=[CH:55][CH:54]=1)[C@H:39]1[CH2:43]OS(=O)(=O)[N:40]1[C:46]([O:48][C:49]([CH3:52])([CH3:51])[CH3:50])=[O:47])([C:33]([CH3:36])([CH3:35])[CH3:34])([CH3:32])[CH3:31].S1C=CN=N1, predict the reaction product. The product is: [C:49]([O:48][C:46]([NH:40][C@@H:39]([C@@H:38]([O:37][Si:30]([C:33]([CH3:34])([CH3:36])[CH3:35])([CH3:31])[CH3:32])[C:53]1[CH:54]=[CH:55][C:56]([C:59]([F:62])([F:61])[F:60])=[CH:57][CH:58]=1)[CH2:43][N:16]([C:14]1[S:15][C:11]([C:4]2[CH:5]=[CH:6][C:7]([N+:8]([O-:10])=[O:9])=[C:2]([F:1])[CH:3]=2)=[N:12][N:13]=1)[C:17](=[O:23])[O:18][C:19]([CH3:20])([CH3:22])[CH3:21])=[O:47])([CH3:52])([CH3:51])[CH3:50]. (5) Given the reactants C(OC([NH:8][C:9]1([C:42]([OH:44])=[O:43])[CH2:14][CH2:13][N:12]([C:15]2[N:20]=[CH:19][C:18]([C:21]3[CH:22]=[C:23]([C:36]4[CH:41]=[CH:40][CH:39]=[CH:38][N:37]=4)[C:24]4[S:28][C:27]([NH:29][C:30]([NH:32][CH2:33][CH3:34])=[O:31])=[N:26][C:25]=4[CH:35]=3)=[CH:17][N:16]=2)[CH2:11][CH2:10]1)=O)(C)(C)C.[ClH:45].O1CCOCC1, predict the reaction product. The product is: [ClH:45].[NH2:8][C:9]1([C:42]([OH:44])=[O:43])[CH2:10][CH2:11][N:12]([C:15]2[N:16]=[CH:17][C:18]([C:21]3[CH:22]=[C:23]([C:36]4[CH:41]=[CH:40][CH:39]=[CH:38][N:37]=4)[C:24]4[S:28][C:27]([NH:29][C:30]([NH:32][CH2:33][CH3:34])=[O:31])=[N:26][C:25]=4[CH:35]=3)=[CH:19][N:20]=2)[CH2:13][CH2:14]1. (6) The product is: [F:1][C:2]([CH3:28])([CH3:27])[CH2:3][N:4]1[CH2:5][CH2:6][CH:7]([CH2:10][O:11][C:12]2[N:13]=[CH:14][C:15]([C:18]3[CH:19]=[CH:20][C:21]([C:22]([N:59]4[CH2:64][CH2:63][CH2:62][C@@H:61]([OH:65])[CH2:60]4)=[O:23])=[CH:25][CH:26]=3)=[N:16][CH:17]=2)[CH2:8][CH2:9]1. Given the reactants [F:1][C:2]([CH3:28])([CH3:27])[CH2:3][N:4]1[CH2:9][CH2:8][CH:7]([CH2:10][O:11][C:12]2[N:13]=[CH:14][C:15]([C:18]3[CH:26]=[CH:25][C:21]([C:22](O)=[O:23])=[CH:20][CH:19]=3)=[N:16][CH:17]=2)[CH2:6][CH2:5]1.CCN=C=NCCCN(C)C.C1C=CC2N(O)N=NC=2C=1.CCN(C(C)C)C(C)C.[NH:59]1[CH2:64][CH2:63][CH2:62][C@@H:61]([OH:65])[CH2:60]1, predict the reaction product. (7) Given the reactants [C:1]1([C:9]2[CH:14]=[CH:13][CH:12]=[CH:11][CH:10]=2)[C:2]([CH:7]=O)=[CH:3][CH:4]=[CH:5][CH:6]=1.[Br:15][C:16]1[N:17]=[CH:18][C:19]([NH2:22])=[N:20][CH:21]=1.C(O[BH-](OC(=O)C)OC(=O)C)(=O)C.[Na+], predict the reaction product. The product is: [C:1]1([C:9]2[CH:14]=[CH:13][CH:12]=[CH:11][CH:10]=2)[CH:6]=[CH:5][CH:4]=[CH:3][C:2]=1[CH2:7][NH:22][C:19]1[CH:18]=[N:17][C:16]([Br:15])=[CH:21][N:20]=1.